Task: Predict the reactants needed to synthesize the given product.. Dataset: Full USPTO retrosynthesis dataset with 1.9M reactions from patents (1976-2016) Given the product [NH:30]1[C:29]([C:26]2[CH:27]=[C:28]3[C:23](=[CH:24][CH:25]=2)[NH:22][N:21]=[C:20]3[C:16]2[CH:15]=[C:14]([C:12]([NH:11][C@@H:3]3[C:4]4[C:9](=[CH:8][CH:7]=[CH:6][CH:5]=4)[CH2:10][C@@H:2]3[OH:1])=[O:13])[CH:19]=[CH:18][CH:17]=2)=[N:33][CH:32]=[N:31]1, predict the reactants needed to synthesize it. The reactants are: [OH:1][C@H:2]1[CH2:10][C:9]2[C:4](=[CH:5][CH:6]=[CH:7][CH:8]=2)[C@H:3]1[NH:11][C:12]([C:14]1[CH:19]=[CH:18][CH:17]=[C:16]([C:20]2[C:28]3[C:23](=[CH:24][CH:25]=[C:26]([C:29]4[N:33]=[CH:32][N:31](C(C5C=CC=CC=5)(C5C=CC=CC=5)C5C=CC=CC=5)[N:30]=4)[CH:27]=3)[N:22](C3CCCCO3)[N:21]=2)[CH:15]=1)=[O:13].Cl.C(=O)(O)[O-].[Na+].